From a dataset of Catalyst prediction with 721,799 reactions and 888 catalyst types from USPTO. Predict which catalyst facilitates the given reaction. (1) Reactant: Br[CH2:2][CH:3]=[C:4](C)C.[Na+].[I-].[C:9]([Si:13]([CH3:27])([CH3:26])[O:14][C@@H:15]1[C:23]2[CH:22]=[CH:21][CH:20]=[C:19]([CH:24]=[O:25])[C:18]=2[CH2:17][CH2:16]1)([CH3:12])([CH3:11])[CH3:10].C(OCC)C. Product: [C:9]([Si:13]([CH3:27])([CH3:26])[O:14][CH:15]1[C:23]2[C:18](=[C:19]([C@@H:24]([OH:25])[CH2:4][CH:3]=[CH2:2])[CH:20]=[CH:21][CH:22]=2)[CH2:17][CH2:16]1)([CH3:12])([CH3:11])[CH3:10]. The catalyst class is: 9. (2) Reactant: CCC([O:5][C:6]([NH:8][CH2:9][CH2:10][CH:11]([C:13]1[CH:14]=[N:15][N:16]2[CH2:21][CH2:20][CH2:19][N:18]([C:22]([O:24][C:25]([CH3:28])([CH3:27])[CH3:26])=[O:23])[C:17]=12)O)=[O:7])C.[C:29]1(P(N=[N+]=[N-])([C:29]2[CH:34]=CC=[CH:31][CH:30]=2)=O)[CH:34]=CC=[CH:31][CH:30]=1.C1(P(C2C=CC=CC=2)C2C=CC=CC=2)C=CC=CC=1.[N:65](C(OC(C)C)=O)=NC(OC(C)C)=O. Product: [NH2:65][CH:11]([C:13]1[CH:14]=[N:15][N:16]2[CH2:21][CH2:20][CH2:19][N:18]([C:22]([O:24][C:25]([CH3:26])([CH3:28])[CH3:27])=[O:23])[C:17]=12)[CH2:10][CH2:9][NH:8][C:6]([O:5][CH2:34][CH2:29][CH2:30][CH3:31])=[O:7]. The catalyst class is: 7. (3) Reactant: [Cl:1][C:2]1[CH:7]=[CH:6][C:5]([C:8]([OH:40])([C:33]2[N:34]([CH3:39])[C:35](S)=[N:36][CH:37]=2)[C:9]2[CH:10]=[C:11]3[C:16](=[CH:17][CH:18]=2)[N:15]([CH3:19])[C:14](=[O:20])[CH:13]=[C:12]3[C:21]2[CH:26]=[CH:25][CH:24]=[C:23]([C:27]#[C:28][Si:29]([CH3:32])([CH3:31])[CH3:30])[CH:22]=2)=[CH:4][CH:3]=1. Product: [Cl:1][C:2]1[CH:7]=[CH:6][C:5]([C:8]([OH:40])([C:33]2[N:34]([CH3:39])[CH:35]=[N:36][CH:37]=2)[C:9]2[CH:10]=[C:11]3[C:16](=[CH:17][CH:18]=2)[N:15]([CH3:19])[C:14](=[O:20])[CH:13]=[C:12]3[C:21]2[CH:26]=[CH:25][CH:24]=[C:23]([C:27]#[C:28][Si:29]([CH3:30])([CH3:31])[CH3:32])[CH:22]=2)=[CH:4][CH:3]=1. The catalyst class is: 171.